This data is from Forward reaction prediction with 1.9M reactions from USPTO patents (1976-2016). The task is: Predict the product of the given reaction. (1) Given the reactants [F:1][C:2]1[CH:7]=[CH:6][C:5]([C:8]2[N:12]([C:13]3[CH:18]=[CH:17][CH:16]=[CH:15][CH:14]=3)[N:11]=[C:10]([CH2:19][CH2:20][CH:21]=O)[CH:9]=2)=[CH:4][CH:3]=1.[F:23][C:24]1[CH:29]=[CH:28][C:27]([CH:30]([C:37]2[CH:42]=[CH:41][C:40]([F:43])=[CH:39][CH:38]=2)[N:31]2[CH2:36][CH2:35][NH:34][CH2:33][CH2:32]2)=[CH:26][CH:25]=1.CCN(C(C)C)C(C)C.[BH-](OC(C)=O)(OC(C)=O)OC(C)=O.[Na+], predict the reaction product. The product is: [F:43][C:40]1[CH:39]=[CH:38][C:37]([CH:30]([C:27]2[CH:28]=[CH:29][C:24]([F:23])=[CH:25][CH:26]=2)[N:31]2[CH2:32][CH2:33][N:34]([CH2:21][CH2:20][CH2:19][C:10]3[CH:9]=[C:8]([C:5]4[CH:6]=[CH:7][C:2]([F:1])=[CH:3][CH:4]=4)[N:12]([C:13]4[CH:18]=[CH:17][CH:16]=[CH:15][CH:14]=4)[N:11]=3)[CH2:35][CH2:36]2)=[CH:42][CH:41]=1. (2) Given the reactants [F:1][C:2]1[C:7]([OH:8])=[CH:6][CH:5]=[CH:4][C:3]=1[CH2:9][NH:10][C:11]([C:13]1[CH:14]=[C:15]2[C:20](=[CH:21][CH:22]=1)[N:19]=[CH:18][CH:17]=[CH:16]2)=[O:12].Br[CH2:24][CH2:25][CH2:26][CH:27]=[CH2:28].CN(C=O)C.C(=O)([O-])[O-].[Cs+].[Cs+], predict the reaction product. The product is: [F:1][C:2]1[C:7]([O:8][CH2:28][CH2:27][CH2:26][CH:25]=[CH2:24])=[CH:6][CH:5]=[CH:4][C:3]=1[CH2:9][NH:10][C:11]([C:13]1[CH:14]=[C:15]2[C:20](=[CH:21][CH:22]=1)[N:19]=[CH:18][CH:17]=[CH:16]2)=[O:12].